Dataset: Reaction yield outcomes from USPTO patents with 853,638 reactions. Task: Predict the reaction yield, written as a fraction of the theoretical maximum amount of product (1.0 means a 100% yield; for example, 0.34 means a 34% yield). (1) The reactants are [CH3:1][O:2][C:3]1[C:4]([C:16]#[N:17])=[N:5][N:6](COCC[Si](C)(C)C)[CH:7]=1. The catalyst is FC(F)(F)C(O)=O. The product is [CH3:1][O:2][C:3]1[C:4]([C:16]#[N:17])=[N:5][NH:6][CH:7]=1. The yield is 0.860. (2) The reactants are Br[C:2]1[CH:3]=[C:4]([C:14]([NH:16][CH2:17][C:18]2[C:19](=[O:26])[NH:20][C:21]([CH3:25])=[CH:22][C:23]=2[CH3:24])=[O:15])[C:5]2[CH:6]=[N:7][N:8]([CH:11]([CH3:13])[CH3:12])[C:9]=2[CH:10]=1.[F:27][C:28]([F:39])([F:38])[C:29]1[CH:34]=[CH:33][CH:32]=[CH:31][C:30]=1B(O)O.C(=O)(O)[O-].[Na+].O. The catalyst is O1CCOCC1.O.C1C=CC(P(C2C=CC=CC=2)[C-]2C=CC=C2)=CC=1.C1C=CC(P(C2C=CC=CC=2)[C-]2C=CC=C2)=CC=1.Cl[Pd]Cl.[Fe+2].C(Cl)Cl. The product is [CH3:24][C:23]1[CH:22]=[C:21]([CH3:25])[NH:20][C:19](=[O:26])[C:18]=1[CH2:17][NH:16][C:14]([C:4]1[C:5]2[CH:6]=[N:7][N:8]([CH:11]([CH3:13])[CH3:12])[C:9]=2[CH:10]=[C:2]([C:30]2[CH:31]=[CH:32][CH:33]=[CH:34][C:29]=2[C:28]([F:39])([F:38])[F:27])[CH:3]=1)=[O:15]. The yield is 0.740.